Dataset: Catalyst prediction with 721,799 reactions and 888 catalyst types from USPTO. Task: Predict which catalyst facilitates the given reaction. (1) Reactant: [F:1][C:2]1[CH:14]=[CH:13][C:5]([C:6]([O:8][C:9]([CH3:12])([CH3:11])[CH3:10])=[O:7])=[CH:4][C:3]=1[CH2:15][NH:16][CH3:17].[CH2:18]([O:25][C:26]([NH:28][C@@H:29]([C:32](O)=[O:33])[CH2:30][OH:31])=[O:27])[C:19]1[CH:24]=[CH:23][CH:22]=[CH:21][CH:20]=1.C1C=CC2N(O)N=NC=2C=1.O.C1CCC(N=C=NC2CCCCC2)CC1. Product: [F:1][C:2]1[CH:14]=[CH:13][C:5]([C:6]([O:8][C:9]([CH3:11])([CH3:12])[CH3:10])=[O:7])=[CH:4][C:3]=1[CH2:15][NH:16][CH2:17][C:30](=[O:31])[C@@H:29]([CH2:32][OH:33])[NH:28][C:26]([O:25][CH2:18][C:19]1[CH:24]=[CH:23][CH:22]=[CH:21][CH:20]=1)=[O:27]. The catalyst class is: 85. (2) The catalyst class is: 6. Product: [Br:1][C:2]1[CH:8]=[CH:7][C:5]([NH:6][C:23](=[O:25])[CH3:24])=[CH:4][C:3]=1[O:9][CH3:10]. Reactant: [Br:1][C:2]1[CH:8]=[CH:7][C:5]([NH2:6])=[CH:4][C:3]=1[O:9][CH3:10].CN(C)C=O.C(N(CC)CC)C.[C:23](OC(=O)C)(=[O:25])[CH3:24]. (3) Reactant: Br[C:2]1[CH:20]=[CH:19][C:5]([O:6][CH2:7][CH:8]2[CH2:13][CH2:12][N:11]([CH2:14][C:15]([F:18])([CH3:17])[CH3:16])[CH2:10][CH2:9]2)=[CH:4][C:3]=1[F:21].[CH3:22][O:23][C:24]([C:26]1[N:31]=[CH:30][C:29](B(O)O)=[CH:28][CH:27]=1)=[O:25].C([O-])([O-])=O.[Cs+].[Cs+]. Product: [F:21][C:3]1[CH:4]=[C:5]([O:6][CH2:7][CH:8]2[CH2:13][CH2:12][N:11]([CH2:14][C:15]([F:18])([CH3:17])[CH3:16])[CH2:10][CH2:9]2)[CH:19]=[CH:20][C:2]=1[C:29]1[CH:28]=[CH:27][C:26]([C:24]([O:23][CH3:22])=[O:25])=[N:31][CH:30]=1. The catalyst class is: 263. (4) Reactant: [C:1]([NH:4][C:5]1[S:6][C:7]2[C:13]3[N:14]([C:17]4[CH:25]=[CH:24][C:20]([C:21](O)=[O:22])=[CH:19][CH:18]=4)[N:15]=[CH:16][C:12]=3[CH2:11][CH2:10][C:8]=2[N:9]=1)(=[O:3])[CH3:2].CN(C(ON1N=NC2C=CC=CC1=2)=[N+](C)C)C.[B-](F)(F)(F)F.C(N(C(C)C)CC)(C)C.CC(OC([NH:64][CH:65]1[CH2:70][CH2:69][NH:68][CH2:67][CH2:66]1)=O)(C)C.C(=O)([O-])[O-].[K+].[K+]. Product: [NH2:64][CH:65]1[CH2:70][CH2:69][N:68]([C:21]([C:20]2[CH:24]=[CH:25][C:17]([N:14]3[C:13]4[C:7]5[S:6][C:5]([NH:4][C:1](=[O:3])[CH3:2])=[N:9][C:8]=5[CH2:10][CH2:11][C:12]=4[CH:16]=[N:15]3)=[CH:18][CH:19]=2)=[O:22])[CH2:67][CH2:66]1. The catalyst class is: 4. (5) Product: [N+:1]([C:4]1[CH:16]=[CH:15][C:7]([O:8][C:9]([CH3:14])([CH3:13])[C:10]([NH2:27])=[O:11])=[CH:6][CH:5]=1)([O-:3])=[O:2]. Reactant: [N+:1]([C:4]1[CH:16]=[CH:15][C:7]([O:8][C:9]([CH3:14])([CH3:13])[C:10](O)=[O:11])=[CH:6][CH:5]=1)([O-:3])=[O:2].ClC(OCC(C)C)=O.C([N:27](CC)CC)C.N. The catalyst class is: 98. (6) Reactant: Cl[C:2]1[N:7]=[C:6]([C:8]2[N:12]3[CH:13]=[CH:14][CH:15]=[CH:16][C:11]3=[N:10][C:9]=2[C:17]2[CH:18]=[C:19]([CH:31]=[CH:32][CH:33]=2)[C:20]([NH:22][C:23]2[C:28]([F:29])=[CH:27][CH:26]=[CH:25][C:24]=2[F:30])=[O:21])[CH:5]=[CH:4][N:3]=1.[CH3:34][O:35][C:36]1[CH:42]=[C:41]([N:43]2[CH2:48][CH2:47][N:46]([CH2:49][CH2:50][S:51]([CH3:54])(=[O:53])=[O:52])[CH2:45][CH2:44]2)[CH:40]=[CH:39][C:37]=1[NH2:38].C1(C)C=CC(S(O)(=O)=O)=CC=1.C[O-].[Na+]. Product: [F:30][C:24]1[CH:25]=[CH:26][CH:27]=[C:28]([F:29])[C:23]=1[NH:22][C:20](=[O:21])[C:19]1[CH:31]=[CH:32][CH:33]=[C:17]([C:9]2[N:10]=[C:11]3[CH:16]=[CH:15][CH:14]=[CH:13][N:12]3[C:8]=2[C:6]2[CH:5]=[CH:4][N:3]=[C:2]([NH:38][C:37]3[CH:39]=[CH:40][C:41]([N:43]4[CH2:48][CH2:47][N:46]([CH2:49][CH2:50][S:51]([CH3:54])(=[O:53])=[O:52])[CH2:45][CH2:44]4)=[CH:42][C:36]=3[O:35][CH3:34])[N:7]=2)[CH:18]=1. The catalyst class is: 812. (7) Reactant: [F:1][C:2]1[CH:7]=[C:6]([F:8])[CH:5]=[CH:4][C:3]=1/[CH:9]=[CH:10]/[C:11]1[CH:16]=[CH:15][C:14]([S:17]([C:20]2[C:25]([C:26](=[O:28])[CH3:27])=[CH:24][CH:23]=[CH:22][N:21]=2)(=[O:19])=[O:18])=[CH:13][CH:12]=1.[BH4-].[Na+]. Product: [F:1][C:2]1[CH:7]=[C:6]([F:8])[CH:5]=[CH:4][C:3]=1/[CH:9]=[CH:10]/[C:11]1[CH:16]=[CH:15][C:14]([S:17]([C:20]2[C:25]([CH:26]([OH:28])[CH3:27])=[CH:24][CH:23]=[CH:22][N:21]=2)(=[O:18])=[O:19])=[CH:13][CH:12]=1. The catalyst class is: 98.